Dataset: Full USPTO retrosynthesis dataset with 1.9M reactions from patents (1976-2016). Task: Predict the reactants needed to synthesize the given product. (1) The reactants are: [F:1][C:2]1[CH:16]=[CH:15][C:5]([CH:6]=[CH:7][C:8]2[CH:9]=[N:10][C:11]([NH2:14])=[N:12][CH:13]=2)=[CH:4][C:3]=1[O:17]C.Br[C:20]1[CH:25]=[CH:24][C:23]([S:26]([CH:29]2[CH2:34][CH2:33][N:32](C(OC(C)(C)C)=O)[CH2:31][CH2:30]2)(=[O:28])=[O:27])=[CH:22][CH:21]=1.CC1(C)C2C(=C(P(C3C=CC=CC=3)C3C=CC=CC=3)C=CC=2)OC2C(P(C3C=CC=CC=3)C3C=CC=CC=3)=CC=CC1=2.C(=O)([O-])[O-].[Cs+].[Cs+]. Given the product [F:1][C:2]1[CH:16]=[CH:15][C:5]([CH:6]=[CH:7][C:8]2[CH:9]=[N:10][C:11]([NH:14][C:20]3[CH:25]=[CH:24][C:23]([S:26]([CH:29]4[CH2:34][CH2:33][NH:32][CH2:31][CH2:30]4)(=[O:27])=[O:28])=[CH:22][CH:21]=3)=[N:12][CH:13]=2)=[CH:4][C:3]=1[OH:17], predict the reactants needed to synthesize it. (2) Given the product [C:5]([O:9][C:10]([N:12]1[CH2:17][CH2:16][N:15]([C:3](=[S:4])[NH:2][CH3:1])[CH:14]([C:18]2[O:22][N:21]=[C:20]([C:23]3[CH:28]=[CH:27][CH:26]=[C:25]([Cl:29])[CH:24]=3)[N:19]=2)[CH2:13]1)=[O:11])([CH3:8])([CH3:6])[CH3:7], predict the reactants needed to synthesize it. The reactants are: [CH3:1][N:2]=[C:3]=[S:4].[C:5]([O:9][C:10]([N:12]1[CH2:17][CH2:16][NH:15][CH:14]([C:18]2[O:22][N:21]=[C:20]([C:23]3[CH:28]=[CH:27][CH:26]=[C:25]([Cl:29])[CH:24]=3)[N:19]=2)[CH2:13]1)=[O:11])([CH3:8])([CH3:7])[CH3:6]. (3) Given the product [Cl:1][C:2]1[CH:15]=[C:14]([NH2:16])[CH:13]=[CH:12][C:3]=1[O:4][CH2:5][CH2:6][N:7]1[CH2:8][CH2:9][CH2:10][CH2:11]1, predict the reactants needed to synthesize it. The reactants are: [Cl:1][C:2]1[CH:15]=[C:14]([N+:16]([O-])=O)[CH:13]=[CH:12][C:3]=1[O:4][CH2:5][CH2:6][N:7]1[CH2:11][CH2:10][CH2:9][CH2:8]1.CCOC(C)=O.